Dataset: Catalyst prediction with 721,799 reactions and 888 catalyst types from USPTO. Task: Predict which catalyst facilitates the given reaction. Reactant: [Br:1][C:2]1[CH:3]=[C:4]([CH:39]=[CH:40][CH:41]=1)[CH:5]([N:8]1[CH2:13][CH2:12][N:11]([C:14]2[CH:19]=[CH:18][C:17]([NH:20][C:21]([C:23]3[C:24]([C:29]4[CH:34]=[CH:33][C:32]([C:35]([F:38])([F:37])[F:36])=[CH:31][CH:30]=4)=[CH:25][CH:26]=[CH:27][CH:28]=3)=[O:22])=[CH:16][CH:15]=2)[CH2:10][CH2:9]1)[C:6]#[N:7].C([S:44]P([O-])(OCC)=S)C. Product: [Br:1][C:2]1[CH:3]=[C:4]([CH:39]=[CH:40][CH:41]=1)[CH:5]([N:8]1[CH2:9][CH2:10][N:11]([C:14]2[CH:15]=[CH:16][C:17]([NH:20][C:21]([C:23]3[C:24]([C:29]4[CH:34]=[CH:33][C:32]([C:35]([F:36])([F:37])[F:38])=[CH:31][CH:30]=4)=[CH:25][CH:26]=[CH:27][CH:28]=3)=[O:22])=[CH:18][CH:19]=2)[CH2:12][CH2:13]1)[C:6](=[S:44])[NH2:7]. The catalyst class is: 6.